The task is: Predict the reactants needed to synthesize the given product.. This data is from Full USPTO retrosynthesis dataset with 1.9M reactions from patents (1976-2016). (1) The reactants are: C[O:2][C:3](=[O:29])[C:4]1[CH:9]=[CH:8][CH:7]=[CH:6][C:5]=1[O:10][CH2:11][CH2:12][N:13]1[CH2:18][CH2:17][CH:16]([C:19]2[C:27]3[C:22](=[CH:23][C:24]([F:28])=[CH:25][CH:26]=3)[NH:21][CH:20]=2)[CH2:15][CH2:14]1.[H-].[Na+].[CH:32]1([CH2:35]Br)[CH2:34][CH2:33]1. Given the product [CH:32]1([CH2:35][N:21]2[C:22]3[C:27](=[CH:26][CH:25]=[C:24]([F:28])[CH:23]=3)[C:19]([CH:16]3[CH2:15][CH2:14][N:13]([CH2:12][CH2:11][O:10][C:5]4[CH:6]=[CH:7][CH:8]=[CH:9][C:4]=4[C:3]([OH:2])=[O:29])[CH2:18][CH2:17]3)=[CH:20]2)[CH2:34][CH2:33]1, predict the reactants needed to synthesize it. (2) Given the product [C:4]([C:5]1[CH:6]=[C:7]([C:15]([OH:17])=[O:16])[CH:8]=[C:9]([CH:14]=1)[C:10]([OH:12])=[O:11])#[CH:3], predict the reactants needed to synthesize it. The reactants are: OC(C)(C)[CH2:3][CH:4]=[C:5]1[CH:14]=[C:9]([C:10]([O:12]C)=[O:11])[CH:8]=[C:7]([C:15]([O:17]C)=[O:16])[CH2:6]1.O=C1O[C@H]([C@H](CO)O)C(O)=C1O.[OH-].[Na+]. (3) Given the product [OH:11][B:9]1[C:8]2[CH:12]=[C:13]([O:16][C:17]3[S:18][CH:19]=[N:20][N:21]=3)[CH:14]=[CH:15][C:7]=2[CH:6]([CH2:5][C:4]([OH:22])=[O:3])[O:10]1, predict the reactants needed to synthesize it. The reactants are: C([O:3][C:4](=[O:22])[CH2:5][CH:6]1[O:10][B:9]([OH:11])[C:8]2[CH:12]=[C:13]([O:16][C:17]3[S:18][CH:19]=[N:20][N:21]=3)[CH:14]=[CH:15][C:7]1=2)C.[Li+].[OH-].Cl. (4) Given the product [CH3:1][O:21][C:20]([C:18]1[C:17]2[C:12](=[CH:13][CH:14]=[CH:15][CH:16]=2)[N:11]=[C:10]([Cl:9])[CH:19]=1)=[O:22], predict the reactants needed to synthesize it. The reactants are: [C:1](=O)([O-])[O-].[K+].[K+].CI.[Cl:9][C:10]1[CH:19]=[C:18]([C:20]([OH:22])=[O:21])[C:17]2[C:12](=[CH:13][CH:14]=[CH:15][CH:16]=2)[N:11]=1.[Cl-].[Na+].